Dataset: CYP2D6 inhibition data for predicting drug metabolism from PubChem BioAssay. Task: Regression/Classification. Given a drug SMILES string, predict its absorption, distribution, metabolism, or excretion properties. Task type varies by dataset: regression for continuous measurements (e.g., permeability, clearance, half-life) or binary classification for categorical outcomes (e.g., BBB penetration, CYP inhibition). Dataset: cyp2d6_veith. (1) The compound is O=C(NCc1cccnc1)c1sc2cc(Cl)ccc2c1Cl. The result is 0 (non-inhibitor). (2) The drug is Cc1cccc(NC(N)=S)c1. The result is 0 (non-inhibitor). (3) The result is 1 (inhibitor). The drug is CCOC(=O)C1CCCN(C/C=C/c2ccccc2[N+](=O)[O-])C1. (4) The molecule is COc1ccc(-c2nc3cnc(N4CCNCC4)nc3n(Cc3cccs3)c2=O)cc1. The result is 0 (non-inhibitor). (5) The molecule is O[C@@](CCN1CCCCC1)(c1ccccc1)[C@@H]1C[C@H]2C=C[C@@H]1C2. The result is 1 (inhibitor). (6) The molecule is COc1cc(/C=C(\C#N)C(N)=O)cc(CSc2nc3ccccc3s2)c1O. The result is 1 (inhibitor). (7) The compound is CCOC(=O)c1c(C)oc2c1c(C=NC1CCS(=O)(=O)C1)c(O)c1ccccc12. The result is 0 (non-inhibitor).